Dataset: Reaction yield outcomes from USPTO patents with 853,638 reactions. Task: Predict the reaction yield, written as a fraction of the theoretical maximum amount of product (1.0 means a 100% yield; for example, 0.34 means a 34% yield). (1) The reactants are [N:1]1([C:11](=[O:16])[C:12]([F:15])([F:14])[F:13])[C:10]2[C:5](=[CH:6][CH:7]=[CH:8][CH:9]=2)[CH2:4][CH2:3][CH2:2]1.[S:17]([Cl:21])(=O)(=[O:19])[OH:18]. The catalyst is O. The product is [F:13][C:12]([F:14])([F:15])[C:11]([N:1]1[C:10]2[C:5](=[CH:6][C:7]([S:17]([Cl:21])(=[O:19])=[O:18])=[CH:8][CH:9]=2)[CH2:4][CH2:3][CH2:2]1)=[O:16]. The yield is 0.210. (2) The reactants are [C:1]([C@@H:5]1[CH2:10][CH2:9][C@H:8]([OH:11])[CH2:7][CH2:6]1)([CH3:4])([CH3:3])[CH3:2].[CH3:12][S:13](O[S:13]([CH3:12])(=[O:15])=[O:14])(=[O:15])=[O:14].C(N(CC)CC)C. The catalyst is ClCCl. The product is [CH3:12][S:13]([O:11][C@H:8]1[CH2:7][CH2:6][C@@H:5]([C:1]([CH3:4])([CH3:2])[CH3:3])[CH2:10][CH2:9]1)(=[O:15])=[O:14]. The yield is 0.900.